From a dataset of Catalyst prediction with 721,799 reactions and 888 catalyst types from USPTO. Predict which catalyst facilitates the given reaction. (1) Reactant: C([CH:4]([CH2:26][CH2:27][CH3:28])[C:5]([C:7]1[CH:8]=[C:9]([C:24]#[N:25])[C:10]([N:15]2[CH2:20][CH2:19][CH:18]([C:21]([OH:23])=[O:22])[CH2:17][CH2:16]2)=[N:11][C:12]=1[S:13][CH3:14])=[O:6])(O)=O. Product: [C:24]([C:9]1[C:10]([N:15]2[CH2:20][CH2:19][CH:18]([C:21]([OH:23])=[O:22])[CH2:17][CH2:16]2)=[N:11][C:12]([S:13][CH3:14])=[C:7]([C:5](=[O:6])[CH2:4][CH2:26][CH2:27][CH3:28])[CH:8]=1)#[N:25]. The catalyst class is: 23. (2) Reactant: [OH-].[Li+].[N+:3]([C:6]1[CH:7]=[C:8]([C:16]2[CH:21]=[CH:20][CH:19]=[CH:18][CH:17]=2)[CH:9]=[CH:10][C:11]=1[C:12]([O:14]C)=[O:13])([O-:5])=[O:4].CO.O. Product: [N+:3]([C:6]1[CH:7]=[C:8]([C:16]2[CH:17]=[CH:18][CH:19]=[CH:20][CH:21]=2)[CH:9]=[CH:10][C:11]=1[C:12]([OH:14])=[O:13])([O-:5])=[O:4]. The catalyst class is: 1. (3) Reactant: [CH2:1]([O:8][C:9](=[O:25])[CH2:10][C:11]1[CH:16]=[C:15]([O:17][CH3:18])[C:14]([O:19][CH3:20])=[CH:13][C:12]=1[S:21](Cl)(=[O:23])=[O:22])[C:2]1[CH:7]=[CH:6][CH:5]=[CH:4][CH:3]=1.C(N(CC)CC)C.[NH:33]1[CH2:38][CH2:37][O:36][CH2:35][CH2:34]1.O. Product: [CH2:1]([O:8][C:9](=[O:25])[CH2:10][C:11]1[CH:16]=[C:15]([O:17][CH3:18])[C:14]([O:19][CH3:20])=[CH:13][C:12]=1[S:21]([N:33]1[CH2:38][CH2:37][O:36][CH2:35][CH2:34]1)(=[O:23])=[O:22])[C:2]1[CH:7]=[CH:6][CH:5]=[CH:4][CH:3]=1. The catalyst class is: 7. (4) Reactant: [N:1]1([C:7]([O:9][C:10]([CH3:13])([CH3:12])[CH3:11])=[O:8])[CH2:6][CH2:5][NH:4][CH2:3][CH2:2]1.C(N(CC)CC)C.[CH3:21][S:22](Cl)(=[O:24])=[O:23].O. Product: [CH3:21][S:22]([N:4]1[CH2:5][CH2:6][N:1]([C:7]([O:9][C:10]([CH3:13])([CH3:12])[CH3:11])=[O:8])[CH2:2][CH2:3]1)(=[O:24])=[O:23]. The catalyst class is: 4. (5) Reactant: C[O:2][C:3](=O)[CH2:4][C:5]1[CH:10]=[C:9]([CH3:11])[C:8]([CH3:12])=[CH:7][C:6]=1[CH3:13].C(O[C:18]([C:20]1([OH:28])[CH2:25][CH2:24][N:23]([O:26][CH3:27])[CH2:22][CH2:21]1)=[O:19])C.CC(C)([O-])C.[K+]. The catalyst class is: 1. Product: [OH:19][C:18]1[C:20]2([CH2:21][CH2:22][N:23]([O:26][CH3:27])[CH2:24][CH2:25]2)[O:28][C:3](=[O:2])[C:4]=1[C:5]1[CH:10]=[C:9]([CH3:11])[C:8]([CH3:12])=[CH:7][C:6]=1[CH3:13]. (6) Reactant: C([C:3]1[CH:4]=[C:5]2[C:10](=[CH:11][CH:12]=1)[N:9]=[CH:8][C:7]([C:13]#[N:14])=[C:6]2[O:15][CH:16]1[CH2:21][CH2:20][O:19][CH2:18][CH2:17]1)=O.COC1C=CC(/[CH:36]=[C:37]2/[C:38]([NH:40][C:41]([S:43]/2)=[NH:42])=[O:39])=CC=1OC1CCCC1.C([O-])(=O)C.[Na+]. Product: [NH2:42][C:41]1[S:43]/[C:37](=[CH:36]\[C:3]2[CH:4]=[C:5]3[C:10](=[CH:11][CH:12]=2)[N:9]=[CH:8][C:7]([C:13]#[N:14])=[C:6]3[O:15][CH:16]2[CH2:21][CH2:20][O:19][CH2:18][CH2:17]2)/[C:38](=[O:39])[N:40]=1. The catalyst class is: 15. (7) Reactant: [CH:1]([NH:3][N:4]1[C:8]([CH3:9])=[CH:7][CH:6]=[C:5]1[C:10]([NH2:12])=[O:11])=O.C[O-].[Na+]. The catalyst class is: 5. Product: [CH3:9][C:8]1[N:4]2[C:5]([C:10](=[O:11])[NH:12][CH:1]=[N:3]2)=[CH:6][CH:7]=1.